The task is: Predict which catalyst facilitates the given reaction.. This data is from Catalyst prediction with 721,799 reactions and 888 catalyst types from USPTO. Reactant: Br[C:2]1[CH:23]=[CH:22][C:5]2[C:6]3[N:7]([CH:11]=[C:12]([C:14]4[N:18]([CH:19]([CH3:21])[CH3:20])[N:17]=[CH:16][N:15]=4)[N:13]=3)[CH2:8][CH2:9][O:10][C:4]=2[CH:3]=1.[Si:24]([O:31][C:32]([CH3:45])([CH3:44])[CH2:33][N:34]1[CH:38]=[C:37]([Sn](C)(C)C)[N:36]=[C:35]1[CH3:43])([C:27]([CH3:30])([CH3:29])[CH3:28])([CH3:26])[CH3:25]. Product: [Si:24]([O:31][C:32]([CH3:45])([CH3:44])[CH2:33][N:34]1[CH:38]=[C:37]([C:2]2[CH:23]=[CH:22][C:5]3[C:6]4[N:7]([CH:11]=[C:12]([C:14]5[N:18]([CH:19]([CH3:21])[CH3:20])[N:17]=[CH:16][N:15]=5)[N:13]=4)[CH2:8][CH2:9][O:10][C:4]=3[CH:3]=2)[N:36]=[C:35]1[CH3:43])([C:27]([CH3:30])([CH3:29])[CH3:28])([CH3:26])[CH3:25]. The catalyst class is: 77.